Task: Predict the product of the given reaction.. Dataset: Forward reaction prediction with 1.9M reactions from USPTO patents (1976-2016) Given the reactants [F:1][C:2]([F:13])([F:12])[C:3]1[CH:11]=[CH:10][CH:9]=[CH:8][C:4]=1[CH:5]=[N:6][OH:7].ClN1C(=O)CCC1=O.C([O-])(O)=O.[Na+].[F:27][C:28]1[CH:33]=[CH:32][CH:31]=[C:30]([F:34])[C:29]=1[CH2:35][O:36][CH2:37][C:38]([CH3:40])=[CH2:39], predict the reaction product. The product is: [F:27][C:28]1[CH:33]=[CH:32][CH:31]=[C:30]([F:34])[C:29]=1[CH2:35][O:36][CH2:37][C:38]1([CH3:40])[O:7][N:6]=[C:5]([C:4]2[CH:8]=[CH:9][CH:10]=[CH:11][C:3]=2[C:2]([F:12])([F:13])[F:1])[CH2:39]1.